From a dataset of Full USPTO retrosynthesis dataset with 1.9M reactions from patents (1976-2016). Predict the reactants needed to synthesize the given product. (1) The reactants are: [H-].[Al+3].[Li+].[H-].[H-].[H-].[Cl-].[Al+3].[Cl-].[Cl-].[NH2:11][C:12]1[CH:25]=[C:24]([CH3:26])[CH:23]=[CH:22][C:13]=1[C:14]([C:16]1[CH:21]=[CH:20][CH:19]=[CH:18][CH:17]=1)=O.C(OCC)C. Given the product [CH2:14]([C:13]1[CH:22]=[CH:23][C:24]([CH3:26])=[CH:25][C:12]=1[NH2:11])[C:16]1[CH:17]=[CH:18][CH:19]=[CH:20][CH:21]=1, predict the reactants needed to synthesize it. (2) Given the product [N:1]1[N:2]([C:10]2[CH:15]=[C:14]([CH3:16])[CH:13]=[C:12]([CH2:17][O:28][CH:23]3[CH2:24][CH:25]([CH3:27])[CH2:26][C:21]([CH3:29])([CH3:20])[CH2:22]3)[C:11]=2[OH:19])[N:3]=[C:4]2[CH:9]=[CH:8][CH:7]=[CH:6][C:5]=12, predict the reactants needed to synthesize it. The reactants are: [N:1]1[N:2]([C:10]2[CH:15]=[C:14]([CH3:16])[CH:13]=[C:12]([CH2:17]Cl)[C:11]=2[OH:19])[N:3]=[C:4]2[CH:9]=[CH:8][CH:7]=[CH:6][C:5]=12.[CH3:20][C:21]1([CH3:29])[CH2:26][CH:25]([CH3:27])[CH2:24][CH:23]([OH:28])[CH2:22]1.[H-].[Na+]. (3) Given the product [CH3:15][O:14][C:11]1[CH:10]=[CH:9][C:8]([CH:7]2[O:16][C:17]([CH3:22])([CH3:18])[O:1][CH:2]2[C:3]([O:5][CH3:6])=[O:4])=[CH:13][CH:12]=1, predict the reactants needed to synthesize it. The reactants are: [OH:1][CH:2]([CH:7]([OH:16])[C:8]1[CH:13]=[CH:12][C:11]([O:14][CH3:15])=[CH:10][CH:9]=1)[C:3]([O:5][CH3:6])=[O:4].[C:17]1(C)[CH:22]=CC(S(O)(=O)=O)=C[CH:18]=1. (4) Given the product [N:18]1[CH:19]=[CH:20][C:15]([CH:14]([C:21]2[CH:26]=[CH:25][N:24]=[CH:23][CH:22]=2)[CH2:13][NH:12][C:10]2[C:9]3[C:4](=[CH:5][CH:6]=[CH:7][CH:8]=3)[N:3]=[C:2]([C:34]3[CH:33]=[CH:32][C:31]4[N:30]([CH:29]=[CH:28][N:27]=4)[CH:35]=3)[N:11]=2)=[CH:16][CH:17]=1, predict the reactants needed to synthesize it. The reactants are: Cl[C:2]1[N:11]=[C:10]([NH:12][CH2:13][CH:14]([C:21]2[CH:26]=[CH:25][N:24]=[CH:23][CH:22]=2)[C:15]2[CH:20]=[CH:19][N:18]=[CH:17][CH:16]=2)[C:9]2[C:4](=[CH:5][CH:6]=[CH:7][CH:8]=2)[N:3]=1.[N:27]1[CH:28]=[CH:29][N:30]2[CH:35]=[C:34](B(O)O)[CH:33]=[CH:32][C:31]=12.C(NC1C2C(=CC=CC=2)N=C(C2SC3C=CC=CC=3C=2)N=1)(C1C=CC=CC=1)C1C=CC=CC=1. (5) Given the product [Cl:39][C:32]1[C:33]([C:35]([F:36])([F:38])[F:37])=[CH:34][C:6]2[N:5]=[C:4]([CH:2]([NH:1][C:40](=[O:42])[CH3:41])[CH3:3])[N:8]([C:9]3[CH:14]=[CH:13][C:12]([CH2:15][CH2:16][NH:17][C:18]([NH:20][S:21]([C:24]4[CH:29]=[CH:28][C:27]([CH3:30])=[CH:26][CH:25]=4)(=[O:23])=[O:22])=[O:19])=[CH:11][CH:10]=3)[C:7]=2[CH:31]=1, predict the reactants needed to synthesize it. The reactants are: [NH2:1][CH:2]([C:4]1[N:8]([C:9]2[CH:14]=[CH:13][C:12]([CH2:15][CH2:16][NH:17][C:18]([NH:20][S:21]([C:24]3[CH:29]=[CH:28][C:27]([CH3:30])=[CH:26][CH:25]=3)(=[O:23])=[O:22])=[O:19])=[CH:11][CH:10]=2)[C:7]2[CH:31]=[C:32]([Cl:39])[C:33]([C:35]([F:38])([F:37])[F:36])=[CH:34][C:6]=2[N:5]=1)[CH3:3].[C:40](Cl)(=[O:42])[CH3:41].O. (6) Given the product [C:1]([C:3]1[CH:11]=[CH:10][CH:9]=[CH:8][C:4]=1[C:5]([N:29]1[CH2:30][CH2:31][N:26]([C:22]2[N:21]=[C:20]([O:19][CH3:18])[CH:25]=[CH:24][N:23]=2)[CH2:27][CH2:28]1)=[O:7])#[N:2], predict the reactants needed to synthesize it. The reactants are: [C:1]([C:3]1[CH:11]=[CH:10][CH:9]=[CH:8][C:4]=1[C:5]([OH:7])=O)#[N:2].C(Cl)(=O)C(Cl)=O.[CH3:18][O:19][C:20]1[CH:25]=[CH:24][N:23]=[C:22]([N:26]2[CH2:31][CH2:30][NH:29][CH2:28][CH2:27]2)[N:21]=1.C(N(CC)CC)C. (7) Given the product [CH3:45][C:46]1[NH:49][N:44]=[CH:48][C:47]=1[C:2]1[N:3]=[C:4]([NH:60][C@@H:36]2[CH2:34][CH2:33][NH:32][CH2:35]2)[C:5]2[S:9][CH:8]=[CH:7][C:6]=2[N:1]=1, predict the reactants needed to synthesize it. The reactants are: [N:1]1[C:6]2[CH:7]=[CH:8][S:9][C:5]=2[C:4](O)=[N:3][CH:2]=1.C(C1C=C(C(C)C)C=C(C(C)C)C=1S(Cl)(=O)=O)(C)C.C([N:32]([CH2:35][CH3:36])[CH2:33][CH3:34])C.C([N:44]1[CH2:48][CH2:47][C@@H:46]([NH2:49])[CH2:45]1)(OC(C)(C)C)=O.C(O)(C(F)(F)F)=O.CC([N:60](C)C)=O. (8) Given the product [F:13][C:14]1[CH:15]=[C:16]([CH:19]=[CH:20][C:21]=1[O:8][C:5]1[CH:6]=[CH:7][C:2]([F:1])=[C:3]([C:9]([F:10])([F:11])[F:12])[CH:4]=1)[CH:17]=[O:18], predict the reactants needed to synthesize it. The reactants are: [F:1][C:2]1[CH:7]=[CH:6][C:5]([OH:8])=[CH:4][C:3]=1[C:9]([F:12])([F:11])[F:10].[F:13][C:14]1[CH:15]=[C:16]([CH:19]=[CH:20][C:21]=1F)[CH:17]=[O:18]. (9) Given the product [F:1][C:2]([F:12])([F:13])[CH:3]1[CH2:4][CH2:5][CH:6]([CH2:9][OH:10])[CH2:7][CH2:8]1, predict the reactants needed to synthesize it. The reactants are: [F:1][C:2]([F:13])([F:12])[CH:3]1[CH2:8][CH2:7][CH:6]([C:9](O)=[O:10])[CH2:5][CH2:4]1.[H-].[Al+3].[Li+].[H-].[H-].[H-].